Dataset: Reaction yield outcomes from USPTO patents with 853,638 reactions. Task: Predict the reaction yield, written as a fraction of the theoretical maximum amount of product (1.0 means a 100% yield; for example, 0.34 means a 34% yield). (1) The reactants are [N:1]1[S:5][N:4]=[C:3]2[C:6]([S:10]([NH:13][C:14]3[CH:35]=[C:34]([Cl:36])[CH:33]=[CH:32][C:15]=3[C:16]([NH:18][C@@H:19]([CH2:23][C:24]3[CH:29]=[CH:28][C:27]([Cl:30])=[C:26]([Cl:31])[CH:25]=3)[C:20](O)=[O:21])=[O:17])(=[O:12])=[O:11])=[CH:7][CH:8]=[CH:9][C:2]=12.[NH:37]1[CH2:42][CH2:41][CH2:40][CH2:39][CH2:38]1. No catalyst specified. The product is [N:1]1[S:5][N:4]=[C:3]2[C:6]([S:10]([NH:13][C:14]3[CH:35]=[C:34]([Cl:36])[CH:33]=[CH:32][C:15]=3[C:16]([NH:18][C@@H:19]([CH2:23][C:24]3[CH:29]=[CH:28][C:27]([Cl:30])=[C:26]([Cl:31])[CH:25]=3)[C:20](=[O:21])[N:37]3[CH2:42][CH2:41][CH2:40][CH2:39][CH2:38]3)=[O:17])(=[O:12])=[O:11])=[CH:7][CH:8]=[CH:9][C:2]=12. The yield is 0.660. (2) The reactants are C(OC(=O)[NH:7][C:8]1[CH:9]=[N:10][N:11]([C:13]2[CH:18]=[CH:17][CH:16]=[CH:15][N:14]=2)[CH:12]=1)(C)(C)C.Cl.[OH-].[Na+]. The catalyst is O1CCOCC1. The product is [N:14]1[CH:15]=[CH:16][CH:17]=[CH:18][C:13]=1[N:11]1[CH:12]=[C:8]([NH2:7])[CH:9]=[N:10]1. The yield is 0.960. (3) The reactants are C(OC([N:8]1[CH2:12][CH2:11][CH2:10][C@@H:9]1[CH2:13][O:14][C:15]1[CH:20]=[CH:19][C:18]([O:21][CH2:22][C:23]2[CH:28]=[CH:27][CH:26]=[CH:25][CH:24]=2)=[CH:17][CH:16]=1)=O)(C)(C)C.[ClH:29]. The catalyst is O1CCOCC1. The product is [ClH:29].[CH2:22]([O:21][C:18]1[CH:19]=[CH:20][C:15]([O:14][CH2:13][C@H:9]2[CH2:10][CH2:11][CH2:12][NH:8]2)=[CH:16][CH:17]=1)[C:23]1[CH:24]=[CH:25][CH:26]=[CH:27][CH:28]=1. The yield is 0.900. (4) The reactants are [CH:1]1([N:4]([CH2:15][CH3:16])[CH2:5][C:6]2[CH:11]=[CH:10][C:9]([C:12]#[CH:13])=[CH:8][C:7]=2[CH3:14])[CH2:3][CH2:2]1.[CH3:17][O:18][C:19](=[O:28])[CH2:20][C:21]1[CH:26]=[CH:25][C:24](I)=[CH:23][CH:22]=1. The catalyst is C(N(CC)CC)C.[Cu]I.Cl[Pd](Cl)([P](C1C=CC=CC=1)(C1C=CC=CC=1)C1C=CC=CC=1)[P](C1C=CC=CC=1)(C1C=CC=CC=1)C1C=CC=CC=1. The product is [CH:1]1([N:4]([CH2:5][C:6]2[CH:11]=[CH:10][C:9]([C:12]#[C:13][C:24]3[CH:25]=[CH:26][C:21]([CH2:20][C:19]([O:18][CH3:17])=[O:28])=[CH:22][CH:23]=3)=[CH:8][C:7]=2[CH3:14])[CH2:15][CH3:16])[CH2:3][CH2:2]1. The yield is 0.530. (5) The reactants are Br[C:2]1[CH:3]=[C:4]([N:8]([CH2:19][CH3:20])[C:9]([NH:11][CH2:12][CH2:13][CH2:14][CH2:15][CH2:16][CH2:17][CH3:18])=[O:10])[CH:5]=[CH:6][CH:7]=1.[CH:21]([C:23]1[CH:28]=[CH:27][C:26](B(O)O)=[CH:25][CH:24]=1)=[O:22].CN(C)C=O.P([O-])([O-])([O-])=O.[K+].[K+].[K+]. The catalyst is C1C=CC([P]([Pd]([P](C2C=CC=CC=2)(C2C=CC=CC=2)C2C=CC=CC=2)([P](C2C=CC=CC=2)(C2C=CC=CC=2)C2C=CC=CC=2)[P](C2C=CC=CC=2)(C2C=CC=CC=2)C2C=CC=CC=2)(C2C=CC=CC=2)C2C=CC=CC=2)=CC=1.O. The product is [CH2:19]([N:8]([C:4]1[CH:3]=[C:2]([C:26]2[CH:27]=[CH:28][C:23]([CH:21]=[O:22])=[CH:24][CH:25]=2)[CH:7]=[CH:6][CH:5]=1)[C:9]([NH:11][CH2:12][CH2:13][CH2:14][CH2:15][CH2:16][CH2:17][CH3:18])=[O:10])[CH3:20]. The yield is 0.860. (6) The reactants are Br[C:2]1[CH:7]=[CH:6][C:5]([C:8]([CH3:26])([CH3:25])[C:9]([N:11]2[CH2:15][CH2:14][C@@:13]3([C:19]4[CH:20]=[CH:21][CH:22]=[CH:23][C:18]=4[C:17](=[O:24])[O:16]3)[CH2:12]2)=[O:10])=[CH:4][CH:3]=1.C(=O)([O-])[O-].[K+].[K+].[NH:33]1[CH2:37][CH2:36][CH2:35][C:34]1=[O:38].CN[C@H]1CCCC[C@@H]1NC.COCCOCCOC. The catalyst is [Cu]I. The product is [CH3:25][C:8]([C:5]1[CH:6]=[CH:7][C:2]([N:33]2[CH2:37][CH2:36][CH2:35][C:34]2=[O:38])=[CH:3][CH:4]=1)([CH3:26])[C:9]([N:11]1[CH2:15][CH2:14][C@@:13]2([C:19]3[CH:20]=[CH:21][CH:22]=[CH:23][C:18]=3[C:17](=[O:24])[O:16]2)[CH2:12]1)=[O:10]. The yield is 0.960. (7) The yield is 0.160. The catalyst is C1(C)C=CC=CC=1.O. The reactants are C[Si]([N-][Si](C)(C)C)(C)C.[Li+].[O:11]1[CH2:16][CH2:15][C:14](=[O:17])[CH2:13][CH2:12]1.N1([C:23](=[O:31])[CH2:24][CH2:25][CH:26]2[CH2:30][CH2:29][CH2:28][O:27]2)C=CN=C1.C(O)(=O)C. The product is [O:27]1[CH2:28][CH2:29][CH2:30][CH:26]1[CH2:25][CH2:24][C:23]([CH:13]1[C:14](=[O:17])[CH2:15][CH2:16][O:11][CH2:12]1)=[O:31].